This data is from Full USPTO retrosynthesis dataset with 1.9M reactions from patents (1976-2016). The task is: Predict the reactants needed to synthesize the given product. (1) Given the product [CH:1]1([C:7]2[C:15]3[C:10](=[CH:11][C:12]([C:16]([O:18][CH3:19])=[O:17])=[CH:13][CH:14]=3)[NH:9][C:8]=2[C:20]2[CH:25]=[CH:24][CH:23]=[CH:22][C:21]=2[CH2:26][O:27][Si:34]([CH:41]([CH3:43])[CH3:42])([CH:38]([CH3:40])[CH3:39])[CH:35]([CH3:37])[CH3:36])[CH2:6][CH2:5][CH2:4][CH2:3][CH2:2]1, predict the reactants needed to synthesize it. The reactants are: [CH:1]1([C:7]2[C:15]3[C:10](=[CH:11][C:12]([C:16]([O:18][CH3:19])=[O:17])=[CH:13][CH:14]=3)[NH:9][C:8]=2[C:20]2[CH:25]=[CH:24][CH:23]=[CH:22][C:21]=2[CH2:26][OH:27])[CH2:6][CH2:5][CH2:4][CH2:3][CH2:2]1.N1C=CN=C1.Cl[Si:34]([CH:41]([CH3:43])[CH3:42])([CH:38]([CH3:40])[CH3:39])[CH:35]([CH3:37])[CH3:36]. (2) The reactants are: [C:1]1([CH3:27])[CH:6]=[CH:5][C:4]([C:7]2[N:8]=[C:9]3[CH2:23][CH2:22][CH2:21][N:20]([CH2:24][CH2:25][NH2:26])[C:10]3=[N:11][C:12]=2[C:13]2[CH:18]=[CH:17][C:16]([CH3:19])=[CH:15][CH:14]=2)=[CH:3][CH:2]=1.C(N([CH2:33][CH3:34])CC)C.C([CH:37]([CH2:41][C:42](Cl)=[O:43])[C:38](Cl)=[O:39])C.[OH2:45]. Given the product [C:1]1([CH3:27])[CH:2]=[CH:3][C:4]([C:7]2[N:8]=[C:9]3[CH2:23][CH2:22][CH2:21][N:20]([CH2:24][CH2:25][NH:26][C:42](=[O:43])[CH2:41][CH2:37][C:38]([O:39][CH2:33][CH3:34])=[O:45])[C:10]3=[N:11][C:12]=2[C:13]2[CH:18]=[CH:17][C:16]([CH3:19])=[CH:15][CH:14]=2)=[CH:5][CH:6]=1, predict the reactants needed to synthesize it. (3) The reactants are: [NH2:1][C:2]1[C:15]2[C:14](=[O:16])[C:13]3[C:8](=[CH:9][CH:10]=[CH:11][CH:12]=3)[C:7](=[O:17])[C:6]=2[C:5]([NH2:18])=[CH:4][C:3]=1S(O)(=O)=O.[CH3:23][N:24]([CH3:28])[CH2:25][CH2:26][OH:27].[OH-].[K+].[CH3:31][O:32][S:33]([O:36]C)(=[O:35])=[O:34]. Given the product [CH3:31][O:32][S:33]([O-:36])(=[O:35])=[O:34].[NH2:1][C:2]1[C:15]2[C:14](=[O:16])[C:13]3[C:8](=[CH:9][CH:10]=[CH:11][CH:12]=3)[C:7](=[O:17])[C:6]=2[C:5]([NH2:18])=[CH:4][C:3]=1[O:27][CH2:26][CH2:25][N+:24]([CH3:31])([CH3:28])[CH3:23], predict the reactants needed to synthesize it. (4) Given the product [Cl:23][C:24]1[N:29]=[C:28](/[CH:30]=[C:16](/[C:15]2[CH:14]=[C:13]([NH:12][S:9]([C:3]3[CH:4]=[C:5]([F:8])[CH:6]=[CH:7][C:2]=3[F:1])(=[O:10])=[O:11])[CH:22]=[CH:21][CH:20]=2)\[OH:18])[CH:27]=[CH:26][N:25]=1, predict the reactants needed to synthesize it. The reactants are: [F:1][C:2]1[CH:7]=[CH:6][C:5]([F:8])=[CH:4][C:3]=1[S:9]([NH:12][C:13]1[CH:14]=[C:15]([CH:20]=[CH:21][CH:22]=1)[C:16]([O:18]C)=O)(=[O:11])=[O:10].[Cl:23][C:24]1[N:29]=[C:28]([CH3:30])[CH:27]=[CH:26][N:25]=1. (5) Given the product [CH3:1][C:2]([CH2:9][CH2:10][CH2:11][CH:12]([CH3:19])[CH2:13][CH2:14][CH2:15][CH:16]([CH3:18])[CH3:17])=[CH:3][CH2:4][CH2:5][C:6](=[O:8])[CH3:7], predict the reactants needed to synthesize it. The reactants are: [CH3:1]/[C:2](/[CH2:9][CH2:10][CH2:11][C@H:12]([CH3:19])[CH2:13][CH2:14][CH2:15][CH:16]([CH3:18])[CH3:17])=[CH:3]\[CH2:4][CH2:5][C:6](=[O:8])[CH3:7].C/C(/CCC[C@H](C)CCCC(C)C)=C/CCC(=O)C. (6) The reactants are: [C:1]([O:5][C:6]([N:8]1[CH2:13][CH2:12][CH:11]([C:14]2[CH:19]=[CH:18][C:17]([C:20](O)=[O:21])=[CH:16][C:15]=2[S:23]([CH3:26])(=[O:25])=[O:24])[CH2:10][CH2:9]1)=[O:7])([CH3:4])([CH3:3])[CH3:2].[I-].ClC1C=CC=C[N+]=1C.[C:36]([NH:46][C:47]([NH2:49])=[NH:48])([O:38][CH2:39][C:40]1[CH:45]=[CH:44][CH:43]=[CH:42][CH:41]=1)=[O:37].C(N(CC)C(C)C)(C)C. Given the product [C:1]([O:5][C:6]([N:8]1[CH2:13][CH2:12][CH:11]([C:14]2[CH:19]=[CH:18][C:17]([C:20]([NH:48][C:47]([NH2:49])=[N:46][C:36]([O:38][CH2:39][C:40]3[CH:45]=[CH:44][CH:43]=[CH:42][CH:41]=3)=[O:37])=[O:21])=[CH:16][C:15]=2[S:23]([CH3:26])(=[O:25])=[O:24])[CH2:10][CH2:9]1)=[O:7])([CH3:4])([CH3:3])[CH3:2], predict the reactants needed to synthesize it.